Dataset: Forward reaction prediction with 1.9M reactions from USPTO patents (1976-2016). Task: Predict the product of the given reaction. (1) Given the reactants [OH:1][C:2]1[C:12]2[CH2:11][CH2:10][N:9]([C:13](=[O:18])[C:14]([F:17])([F:16])[F:15])[CH2:8][CH2:7][C:6]=2[CH:5]=[CH:4][C:3]=1[CH3:19].C(=O)([O-])[O-].[K+].[K+].[CH3:26][N:27]([CH3:31])[C:28](Cl)=[S:29], predict the reaction product. The product is: [CH3:26][N:27]([CH3:31])[C:28]([O:1][C:2]1[C:12]2[CH2:11][CH2:10][N:9]([C:13](=[O:18])[C:14]([F:17])([F:15])[F:16])[CH2:8][CH2:7][C:6]=2[CH:5]=[CH:4][C:3]=1[CH3:19])=[S:29]. (2) The product is: [F:23][C:24]([F:37])([F:36])[S:25]([O:28][C:15]1[C:18]2[C:22]3[C:5](=[CH:4][CH:3]=[CH:12][CH:13]=3)[C:6]3[C:11](=[CH:10][CH:9]=[CH:8][CH:7]=3)[C:19]=2[CH:20]=[CH:21][CH:16]=1)(=[O:27])=[O:26]. Given the reactants OC1[C:11]2[C:6](=[CH:7][CH:8]=[CH:9][CH:10]=2)[CH:5]=[CH:4][C:3]=1[C:12](=O)[CH3:13].[CH3:15][C:16]1[CH:21]=[CH:20][CH:19]=[C:18]([CH3:22])N=1.[F:23][C:24]([F:37])([F:36])[S:25]([O:28]S(C(F)(F)F)(=O)=O)(=[O:27])=[O:26], predict the reaction product. (3) The product is: [C:15]([C:13]1[N:14]=[C:7]2[C:6]3[CH:22]=[C:2]([C:29]#[C:28][C:25]([OH:30])([CH3:26])[CH3:24])[C:3]([F:23])=[CH:4][C:5]=3[O:11][CH2:10][CH2:9][N:8]2[C:12]=1[C:18]([O:20][CH3:21])=[O:19])(=[O:17])[NH2:16]. Given the reactants Br[C:2]1[C:3]([F:23])=[CH:4][C:5]2[O:11][CH2:10][CH2:9][N:8]3[C:12]([C:18]([O:20][CH3:21])=[O:19])=[C:13]([C:15](=[O:17])[NH2:16])[N:14]=[C:7]3[C:6]=2[CH:22]=1.[CH3:24][CH:25]([C:28]#[CH:29])[CH2:26]O.[OH2:30], predict the reaction product. (4) Given the reactants [C:1]([O:5][C:6]([N:8]1[CH2:13][C@@H:12]([N:14]([C:19]([C:21]2[C:22]([NH:31][CH2:32][CH2:33][CH2:34][O:35][CH3:36])=[N:23][C:24]([C:27]([CH3:30])([CH3:29])[CH3:28])=[N:25][CH:26]=2)=[O:20])[CH2:15][CH:16]([CH3:18])[CH3:17])[CH2:11][C@@H:10]([C:37](O)=[O:38])[CH2:9]1)=[O:7])([CH3:4])([CH3:3])[CH3:2].[CH2:40]1[C:49]2[C:44](=[CH:45][CH:46]=[CH:47][CH:48]=2)[CH2:43][CH2:42][NH:41]1.C1C=CC2N(O)N=NC=2C=1.CCN=C=NCCCN(C)C.Cl, predict the reaction product. The product is: [C:27]([C:24]1[N:23]=[C:22]([NH:31][CH2:32][CH2:33][CH2:34][O:35][CH3:36])[C:21]([C:19]([N:14]([CH2:15][CH:16]([CH3:18])[CH3:17])[C@H:12]2[CH2:11][C@@H:10]([C:37]([N:41]3[CH2:42][CH2:43][C:44]4[C:49](=[CH:48][CH:47]=[CH:46][CH:45]=4)[CH2:40]3)=[O:38])[CH2:9][N:8]([C:6]([O:5][C:1]([CH3:4])([CH3:3])[CH3:2])=[O:7])[CH2:13]2)=[O:20])=[CH:26][N:25]=1)([CH3:29])([CH3:30])[CH3:28]. (5) Given the reactants [F:1][C:2]1[C:7]([F:8])=[CH:6][CH:5]=[CH:4][C:3]=1[C:9]1[N:34]=[C:12]2[CH:13]=[N:14][N:15]([CH2:17][C:18]3[O:22][N:21]=[C:20]([C:23]4[CH:33]=[CH:32][C:26]([O:27][CH2:28][CH2:29][CH2:30][OH:31])=[CH:25][CH:24]=4)[CH:19]=3)[CH:16]=[C:11]2[N:10]=1.C(N(CC)CC)C.[C:42](OC(=O)C)(=[O:44])[CH3:43], predict the reaction product. The product is: [F:1][C:2]1[C:7]([F:8])=[CH:6][CH:5]=[CH:4][C:3]=1[C:9]1[N:34]=[C:12]2[CH:13]=[N:14][N:15]([CH2:17][C:18]3[O:22][N:21]=[C:20]([C:23]4[CH:33]=[CH:32][C:26]([O:27][CH2:28][CH2:29][CH2:30][O:31][C:42](=[O:44])[CH3:43])=[CH:25][CH:24]=4)[CH:19]=3)[CH:16]=[C:11]2[N:10]=1. (6) The product is: [C:8]([S:11][CH:12]1[CH2:17][CH2:16][N:15]([CH:34]([C:40]2[CH:45]=[CH:44][CH:43]=[CH:42][C:41]=2[F:46])[C:35]([CH:37]2[CH2:38][CH2:39]2)=[O:36])[CH2:14]/[C:13]/1=[CH:18]\[C:19]1[N:20]=[N:21][N:22]([CH2:24][C:25]2[CH:26]=[CH:27][C:28]([O:31][CH3:32])=[CH:29][CH:30]=2)[CH:23]=1)(=[O:10])[CH3:9]. Given the reactants FC(F)(F)C(O)=O.[C:8]([S:11][CH:12]1[CH2:17][CH2:16][NH:15][CH2:14]/[C:13]/1=[CH:18]\[C:19]1[N:20]=[N:21][N:22]([CH2:24][C:25]2[CH:30]=[CH:29][C:28]([O:31][CH3:32])=[CH:27][CH:26]=2)[CH:23]=1)(=[O:10])[CH3:9].Br[CH:34]([C:40]1[CH:45]=[CH:44][CH:43]=[CH:42][C:41]=1[F:46])[C:35]([CH:37]1[CH2:39][CH2:38]1)=[O:36].C(N(CC)CC)C.[Cl-].[Na+], predict the reaction product. (7) Given the reactants [SH:1][C:2]1[CH:10]=[CH:9][C:8]([C:11]2[CH:23]=[CH:22][C:21]3[C:20]4[C:15](=[CH:16][CH:17]=[CH:18][CH:19]=4)[C:14]([CH3:25])([CH3:24])[C:13]=3[CH:12]=2)=[CH:7][C:3]=1[C:4](O)=O.[NH2:26][C:27]1[CH:32]=[CH:31][CH:30]=[CH:29][C:28]=1[SH:33], predict the reaction product. The product is: [S:33]1[C:28]2[CH:29]=[CH:30][CH:31]=[CH:32][C:27]=2[N:26]=[C:4]1[C:3]1[CH:7]=[C:8]([C:11]2[CH:23]=[CH:22][C:21]3[C:20]4[C:15](=[CH:16][CH:17]=[CH:18][CH:19]=4)[C:14]([CH3:24])([CH3:25])[C:13]=3[CH:12]=2)[CH:9]=[CH:10][C:2]=1[SH:1]. (8) Given the reactants [O:1]=[C:2]1[O:13][CH2:12][C@@H:11]2[CH2:14][CH2:15][CH2:16][N:10]2[C:9](=[O:17])[C@H:8]([CH2:18][C:19]([O:21]C(C)(C)C)=O)[CH2:7][CH:6]=[CH:5][CH2:4][CH2:3]1.FC(F)(F)C(O)=O.O=C1OC[C@@H]2CCCN2C(=O)[C@H](CC(O)=O)CC=CCC1.[Cl:54][C:55]1[CH:60]=[CH:59][C:58]([CH2:61][NH2:62])=[CH:57][CH:56]=1, predict the reaction product. The product is: [Cl:54][C:55]1[CH:60]=[CH:59][C:58]([CH2:61][NH:62][C:19](=[O:21])[CH2:18][C@@H:8]2[CH2:7][CH:6]=[CH:5][CH2:4][CH2:3][C:2](=[O:1])[O:13][CH2:12][C@@H:11]3[CH2:14][CH2:15][CH2:16][N:10]3[C:9]2=[O:17])=[CH:57][CH:56]=1. (9) Given the reactants [F:1][C:2]1[C:7]([N+:8]([O-:10])=[O:9])=[CH:6][CH:5]=[CH:4][C:3]=1[CH2:11][OH:12].C(N(CC)CC)C.[CH3:20][S:21](Cl)(=[O:23])=[O:22], predict the reaction product. The product is: [CH3:20][S:21]([O:12][CH2:11][C:3]1[CH:4]=[CH:5][CH:6]=[C:7]([N+:8]([O-:10])=[O:9])[C:2]=1[F:1])(=[O:23])=[O:22]. (10) Given the reactants [CH2:1]([O:3][C:4]1[CH:9]=[CH:8][C:7]([C:10]2[CH:11]=[C:12]3[C:16](=[CH:17][CH:18]=2)[C:15](=[O:19])[O:14][CH2:13]3)=[C:6]([OH:20])[C:5]=1[O:21][CH3:22])[CH3:2].C(=O)([O-])[O-].[K+].[K+].[CH2:29](Br)[CH2:30][CH3:31], predict the reaction product. The product is: [CH2:1]([O:3][C:4]1[CH:9]=[CH:8][C:7]([C:10]2[CH:11]=[C:12]3[C:16](=[CH:17][CH:18]=2)[C:15](=[O:19])[O:14][CH2:13]3)=[C:6]([O:20][CH2:29][CH2:30][CH3:31])[C:5]=1[O:21][CH3:22])[CH3:2].